From a dataset of Full USPTO retrosynthesis dataset with 1.9M reactions from patents (1976-2016). Predict the reactants needed to synthesize the given product. (1) Given the product [CH:10]([C:9]1[C:5]([C:3]([NH:2][CH3:1])=[O:4])=[N:6][NH:7][CH:8]=1)=[O:14], predict the reactants needed to synthesize it. The reactants are: [CH3:1][NH:2][C:3]([C:5]1[C:9]([CH:10]=NC)=[CH:8][NH:7][N:6]=1)=[O:4].C(O)(C(F)(F)F)=[O:14]. (2) Given the product [CH3:33][N:34]([CH3:35])[C:28]([C:23]1[CH:24]=[CH:25][CH:26]=[CH:27][C:22]=1[C:18]1[CH:19]=[CH:20][CH:21]=[C:16]([CH2:15][O:14][C:13]2[CH:31]=[CH:32][C:10]([CH2:9][CH2:8][C:6]([O:5][C:1]([CH3:4])([CH3:3])[CH3:2])=[O:7])=[CH:11][CH:12]=2)[CH:17]=1)=[O:29], predict the reactants needed to synthesize it. The reactants are: [C:1]([O:5][C:6]([CH2:8][CH2:9][C:10]1[CH:32]=[CH:31][C:13]([O:14][CH2:15][C:16]2[CH:17]=[C:18]([C:22]3[C:23]([C:28](O)=[O:29])=[CH:24][CH:25]=[CH:26][CH:27]=3)[CH:19]=[CH:20][CH:21]=2)=[CH:12][CH:11]=1)=[O:7])([CH3:4])([CH3:3])[CH3:2].[CH3:33][N:34](C)[C:35]1C=CC=CC=1.O.ON1C2C=CC=CC=2N=N1.Cl.C(N=C=NCCCN(C)C)C. (3) Given the product [O:27]1[C:31]2[CH:32]=[CH:33][CH:34]=[CH:35][C:30]=2[C:29]([CH2:36][C:37]([NH:26][C@H:23]2[CH2:22][CH2:21][C@H:20]([CH2:19][CH2:18][N:15]3[CH2:16][CH2:17][CH:12]([C:11]4[C:6]5[CH2:5][CH2:4][O:3][C:7]=5[CH:8]=[CH:9][CH:10]=4)[CH2:13][CH2:14]3)[CH2:25][CH2:24]2)=[O:38])=[N:28]1, predict the reactants needed to synthesize it. The reactants are: Cl.Cl.[O:3]1[C:7]2[CH:8]=[CH:9][CH:10]=[C:11]([CH:12]3[CH2:17][CH2:16][N:15]([CH2:18][CH2:19][C@H:20]4[CH2:25][CH2:24][C@H:23]([NH2:26])[CH2:22][CH2:21]4)[CH2:14][CH2:13]3)[C:6]=2[CH2:5][CH2:4]1.[O:27]1[C:31]2[CH:32]=[CH:33][CH:34]=[CH:35][C:30]=2[C:29]([CH2:36][C:37](O)=[O:38])=[N:28]1. (4) Given the product [C:1]([O:5][CH2:6][CH2:7][CH2:8][CH2:9][O:10][C:11]1[C:21]([O:22][CH2:23][CH2:24][CH2:25][CH2:26][O:27][C:28](=[O:31])[CH:29]=[CH2:30])=[C:20]([O:32][CH2:33][CH2:34][CH2:35][CH2:36][O:37][C:38](=[O:41])[CH:39]=[CH2:40])[CH:19]=[CH:18][C:12]=1[CH:13]=[CH:14][C:15]([O:17][C:49]1[CH:50]=[CH:51][C:46]([C:52]2[CH:20]=[CH:21][C:11]([O:16][C:15](=[O:17])[CH:14]=[CH:13][C:12]3[CH:18]=[CH:19][C:20]([O:32][CH2:33][CH2:34][CH2:35][CH2:36][O:37][C:38](=[O:41])[CH:39]=[CH2:40])=[C:21]([O:22][CH2:23][CH2:24][CH2:25][CH2:26][O:27][C:28](=[O:31])[CH:29]=[CH2:30])[C:11]=3[O:10][CH2:9][CH2:8][CH2:7][CH2:6][O:5][C:1](=[O:4])[CH:2]=[CH2:3])=[CH:12][CH:13]=2)=[CH:47][CH:48]=1)=[O:16])(=[O:4])[CH:2]=[CH2:3], predict the reactants needed to synthesize it. The reactants are: [C:1]([O:5][CH2:6][CH2:7][CH2:8][CH2:9][O:10][C:11]1[C:21]([O:22][CH2:23][CH2:24][CH2:25][CH2:26][O:27][C:28](=[O:31])[CH:29]=[CH2:30])=[C:20]([O:32][CH2:33][CH2:34][CH2:35][CH2:36][O:37][C:38](=[O:41])[CH:39]=[CH2:40])[CH:19]=[CH:18][C:12]=1[CH:13]=[CH:14][C:15]([OH:17])=[O:16])(=[O:4])[CH:2]=[CH2:3].S(Cl)(Cl)=O.[C:46]1([CH3:52])[CH:51]=[CH:50][CH:49]=[CH:48][CH:47]=1. (5) Given the product [O:23]=[C:21]1[C:20]2[CH:24]=[CH:25][CH:26]=[CH:27][C:19]=2[S:18][C:17]([C:15]2[N:16]=[C:11]([CH2:10][CH2:9][NH:8][C:28](=[O:35])[C:29]3[CH:34]=[CH:33][CH:32]=[CH:31][CH:30]=3)[CH:12]=[CH:13][CH:14]=2)=[N:22]1, predict the reactants needed to synthesize it. The reactants are: FC(F)(F)C(O)=O.[NH2:8][CH2:9][CH2:10][C:11]1[N:16]=[C:15]([C:17]2[S:18][C:19]3[CH:27]=[CH:26][CH:25]=[CH:24][C:20]=3[C:21](=[O:23])[N:22]=2)[CH:14]=[CH:13][CH:12]=1.[C:28](Cl)(=[O:35])[C:29]1[CH:34]=[CH:33][CH:32]=[CH:31][CH:30]=1.C(=O)([O-])[O-].[K+].[K+].C(OCC)(=O)C.